Dataset: Catalyst prediction with 721,799 reactions and 888 catalyst types from USPTO. Task: Predict which catalyst facilitates the given reaction. Reactant: Cl[C:2]1[C:11]2[C:6](=[CH:7][CH:8]=[C:9]([I:12])[CH:10]=2)[N:5]=[C:4]([CH3:13])[C:3]=1[S:14]([CH3:17])(=[O:16])=[O:15].[NH:18]1[CH2:23][CH2:22][CH2:21][CH2:20][CH2:19]1.C(N(CC)C(C)C)(C)C. Product: [I:12][C:9]1[CH:10]=[C:11]2[C:6](=[CH:7][CH:8]=1)[N:5]=[C:4]([CH3:13])[C:3]([S:14]([CH3:17])(=[O:16])=[O:15])=[C:2]2[N:18]1[CH2:23][CH2:22][CH2:21][CH2:20][CH2:19]1. The catalyst class is: 9.